Binary Classification. Given a miRNA mature sequence and a target amino acid sequence, predict their likelihood of interaction. From a dataset of Experimentally validated miRNA-target interactions with 360,000+ pairs, plus equal number of negative samples. (1) The protein sequence of the target gene is MFYVIGGIIVSVVAFFFTIKFLFELAARVVSFLQNEDRERRGDRTIYDYVRGNYLDPRSCKVSWDWKDPYEVGHSMAFRVHLFYKNGQPFPAHRPVGLRVHISHVELAVDIPVTQEVLQEPNSNVVKVAFTVRKAGRYEITVKLGGLNVAYSPYYKIFQPGMVVPSKTKIVCHFSTLVLTCGQPHTLQIVPRDEYDNPTNNSMSLRDEHSYSLAIHELGPQEEENNEVSFEKSVTSNRQTCQVFLRLTLHSRGCFHACISYQNQPINNGEFDIIVLSENEKNIVERNVSTSGVSIYFEAY.... The miRNA is hsa-miR-7154-3p with sequence AGGAGGACAAGUUGUGGGAU. Result: 0 (no interaction). (2) The miRNA is hsa-miR-138-5p with sequence AGCUGGUGUUGUGAAUCAGGCCG. The protein sequence of the target gene is MAESLRSPRRSLYKLVGSPPWKEAFRQRCLERMRNSRDRLLNRYRQAGSSGPGNSQNSFLVQEVMEEEWNALQSVENCPEDLAQLEELIDMAVLEEIQQELINQEQSIISEYEKSLQFDEKCLSIMLAEWEANPLICPVCTKYNLRITSGVVVCQCGLSIPSHSSELTEQKLRACLEGSINEHSAHCPHTPEFSVTGGTEEKSSLLMSCLACDTWAVIL. Result: 0 (no interaction). (3) The miRNA is hsa-miR-3118 with sequence UGUGACUGCAUUAUGAAAAUUCU. The protein sequence of the target gene is MSKDALNLAQMQEQTLQLEQQSKLKQLVNEDLRKQEESVQKHHQTFLESIRAAGTLFGEGFRAFVTDRDKVTATVAGLTLLAVGVYSAKNATAVTGRYIEARLGKPSLVRETSRITVLEALRHPIQQVSRRLLSRPQDVLEGVVLSPSLEARVRDIAIMTRNIKKNRGLYRHILLYGPPGTGKTLFAKKLALHSGMDYAIMTGGDVAPMGREGVTAMHKLFDWANTSRRGLLLFVDEADAFLRKRATEKISEDLRATLNAFLYRTGQHSNKFMLILASCHPEQFDWAINACIDVMVHFDL.... Result: 0 (no interaction). (4) The miRNA is hsa-miR-378a-3p with sequence ACUGGACUUGGAGUCAGAAGGC. The protein sequence of the target gene is MDDSDTPTYYLQIEPQDGCHPGDSVERSVTCLPSASDENENQLDGDGHEHLTSSDSAMGKPQVSEQDSLNNNESCTLSCEVAAGENLQNTLCEASRDEQAFLGKDKKIPGKRSPRSKKGTAKKIPPGLFSGDIAPLMQEKVLSAVTYAVDDEEAAEVNANEQPEAPKLVLQSLFSLIRGEVEQLDSRALPLCLHQIAESYFQEEDYEKAMKFIQLERLYHEQLLANLSAIQEQWETKWKTVQPHTVTALRNSEKGFNGEDFERLTKICATHQDPLLSKHKIAAVEKSQERKCSTQLLVSE.... Result: 0 (no interaction). (5) The miRNA is hsa-miR-597-5p with sequence UGUGUCACUCGAUGACCACUGU. The protein sequence of the target gene is MALTRPVRLFSLVTRLLLAPRRGLTVRSPDEPLPVVRIPVALQRQLEQRQSRRRNLPRPVLVRPGPLLVSARRPELNQPARLTLGRWERAPLASQGWKSRRARRDHFSIERAQQEAPAVRKLSSKGSFADLGLEPRVLHALQEAAPEVVQPTTVQSSTIPSLLRGRHVVCAAETGSGKTLSYLLPLLQRLLGQPSLDSLPIPAPRGLVLVPSRELAQQVRAVAQPLGRSLGLLVRDLEGGHGMRRIRLQLSRQPSADVLVATPGALWKALKSRLISLEQLSFLVLDEADTLLDESFLELV.... Result: 0 (no interaction). (6) The miRNA is mmu-miR-706 with sequence AGAGAAACCCUGUCUCAAAAAA. The protein sequence of the target gene is MAQPPPDVEGDDCLPEYHHLFCPDLLQDKVAFITGGGSGIGFRIAEIFMRHGCHTVIVGRSLQKVTTAAKKLVAATGKRCLPLSMDVRVPPEVMTAVDQALQEFGKINILINCAAGNFLCPASALSFNAFKTVVDIDTIGTFNVSSVLYKKFFRDHGGVIVNITATLSMRGQVLQLHAGAAKAAVDAMTRHLAVEWGPQNIRVNSLAPGAISGTEGLRRLRGSNASSKLKHFSNPIPRLGTKTEIAHSVLYLASPLASYVSGIVLVVDGGSWMTFPNGIKQLLEFESFSAKL. Result: 1 (interaction). (7) The miRNA is hsa-miR-149-3p with sequence AGGGAGGGACGGGGGCUGUGC. The protein sequence of the target gene is MAEGSAVSDPQHAARLLRALSSFREESRFCDAHLVLDGEEIPVQKNILAAASPYIRTKLNYNPPKDDGSTYKIELEGISVMVMREILDYIFSGQIRLNEDTIQDVVQAADLLLLTDLKTLCCEFLEGCIAAENCIGIRDFALHYCLHHVHYLATEYLETHFRDVSSTEEFLELSPQKLKEVISLEKLNVGNERYVFEAVIRWIAHDTEIRKVHMKDVMSALWVSGLDSSYLREQMLNEPLVREIVKECSNIPLSQPQQGEAMLANFKPRGYSECIVTVGGEERVSRKPTAAMRCMCPLYD.... Result: 0 (no interaction). (8) The miRNA is hsa-miR-138-2-3p with sequence GCUAUUUCACGACACCAGGGUU. The protein sequence of the target gene is MDQPSGRSFMQVLCEKYSPENFPYRRGPGMGVHVPATPQGSPMKDRLNLPSVLVLNSCGITCAGDEKEIAAFCAHVSELDLSDNKLEDWHEVSKIVSNVPQLEFLNLSSNPLNLSVLERTCAGSFSGVRKLVLNNSKASWETVHMILQELPDLEELFLCLNDYETVSCPSICCHSLKLLHITDNNLQDWTEIRKLGVMFPSLDTLVLANNHLNAIEEPDDSLARLFPNLRSISLHKSGLQSWEDIDKLNSFPKLEEVRLLGIPLLQPYTTEERRKLVIARLPSVSKLNGSVVTDGEREDS.... Result: 0 (no interaction). (9) The miRNA is mmu-miR-302a-3p with sequence UAAGUGCUUCCAUGUUUUGGUGA. The protein sequence of the target gene is MAPLLLQLAVLGAALAAAALVLISIVAFTTATKMPALHRHEEEKFFLNAKGQKETLPSIWDSPTKQLSVVVPSYNEEKRLPVMMDEALSYLEKRQKRDPAFTYEVIVVDDGSKDQTSKVAFKYCQKYGSDKVRVITLVKNRGKGGAIRMGIFSSRGEKILMADADGATKFPDVEKLEKGLNDLQPWPNQMAIACGSRAHLEKESIAQRSYFRTLLMYGFHFLVWFLCVKGIRDTQCGFKLFTREAASRTFSSLHVERWAFDVELLYIAQFFKIPIAEIAVNWTEIEGSKLVPFWSWLQMG.... Result: 0 (no interaction). (10) The miRNA is hsa-miR-5690 with sequence UCAGCUACUACCUCUAUUAGG. The protein sequence of the target gene is MAPRGRKRKAEAAVVAVAEKREKLANGGEGMEEATVVIEHCTSURVYGRNAAALSQALRLEAPELPVKVNPTKPRRGSFEVTLLRPDGSSAELWTGIKKGPPRKLKFPEPQEVVEELKKYLS. Result: 1 (interaction).